From a dataset of Forward reaction prediction with 1.9M reactions from USPTO patents (1976-2016). Predict the product of the given reaction. (1) Given the reactants [N:1]1[N:5]2[C:6]3[C:11]([CH:12]=[CH:13][C:4]2=[N:3][C:2]=1[NH2:14])=[CH:10][CH:9]=[CH:8][CH:7]=3.Cl.[C:16](Cl)(=[O:23])[C:17]1[CH:22]=[CH:21][CH:20]=[N:19][CH:18]=1, predict the reaction product. The product is: [N:1]1[N:5]2[C:6]3[C:11]([CH:12]=[CH:13][C:4]2=[N:3][C:2]=1[NH:14][C:16](=[O:23])[C:17]1[CH:22]=[CH:21][CH:20]=[N:19][CH:18]=1)=[CH:10][CH:9]=[CH:8][CH:7]=3. (2) Given the reactants [Cl:1][CH2:2][CH:3]([P:5](=[O:8])([CH3:7])[CH3:6])[OH:4].[C:9]([Si:13](Cl)([CH3:15])[CH3:14])([CH3:12])([CH3:11])[CH3:10].N1C=CC=CC=1, predict the reaction product. The product is: [Cl:1][CH2:2][CH:3]([P:5](=[O:8])([CH3:7])[CH3:6])[O:4][Si:13]([C:9]([CH3:12])([CH3:11])[CH3:10])([CH3:15])[CH3:14]. (3) Given the reactants [Br:1][C:2]1[CH:3]=[C:4]([N:12]2[CH2:17][CH2:16][NH:15][CH2:14][CH2:13]2)[CH:5]=[C:6]([C:8]([F:11])([F:10])[F:9])[CH:7]=1.[C:18](Cl)(=[O:20])[CH3:19].C(N(CC)CC)C, predict the reaction product. The product is: [Br:1][C:2]1[CH:3]=[C:4]([N:12]2[CH2:17][CH2:16][N:15]([C:18](=[O:20])[CH3:19])[CH2:14][CH2:13]2)[CH:5]=[C:6]([C:8]([F:10])([F:11])[F:9])[CH:7]=1. (4) Given the reactants Br[C:2]1[CH:6]=[CH:5][S:4][CH:3]=1.[CH2:7]([NH2:19])[CH2:8][CH2:9][CH2:10][CH2:11][CH2:12][CH2:13][CH2:14][CH2:15][CH2:16][CH2:17][CH3:18].[O-]P([O-])([O-])=O.[K+].[K+].[K+], predict the reaction product. The product is: [CH2:7]([NH:19][C:2]1[CH:6]=[CH:5][S:4][CH:3]=1)[CH2:8][CH2:9][CH2:10][CH2:11][CH2:12][CH2:13][CH2:14][CH2:15][CH2:16][CH2:17][CH3:18]. (5) The product is: [NH2:18][CH2:17][C:16]1[N:12]([CH:11]2[C:10]3[C:5](=[CH:6][CH:7]=[CH:8][CH:9]=3)[C:4](=[O:19])[O:3][C:2]2([CH3:20])[CH3:1])[CH:13]=[N:14][CH:15]=1. Given the reactants [CH3:1][C:2]1([CH3:20])[CH:11]([N:12]2[C:16]([C:17]#[N:18])=[CH:15][N:14]=[CH:13]2)[C:10]2[C:5](=[CH:6][CH:7]=[CH:8][CH:9]=2)[C:4](=[O:19])[O:3]1.Cl.CO, predict the reaction product.